Dataset: Forward reaction prediction with 1.9M reactions from USPTO patents (1976-2016). Task: Predict the product of the given reaction. (1) Given the reactants Br[C:2]1[CH:10]=[C:9]2[C:5]([CH:6]=[N:7][NH:8]2)=[CH:4][CH:3]=1.CC1(C)C2C(=C(P(C3C=CC=CC=3)C3C=CC=CC=3)C=CC=2)OC2C(P(C3C=CC=CC=3)C3C=CC=CC=3)=CC=CC1=2.C(Cl)(Cl)Cl.[CH3:57][N:58](C)CCN(C)C.CN(C)C=O, predict the reaction product. The product is: [NH:8]1[C:9]2[C:5](=[CH:4][CH:3]=[C:2]([C:57]#[N:58])[CH:10]=2)[CH:6]=[N:7]1. (2) Given the reactants [Li]CCCC.[Br:6][C:7]1[CH:12]=[CH:11][C:10]([F:13])=[CH:9][CH:8]=1.C([O:16][C:17](=O)[CH:18]([F:20])[F:19])C.Cl, predict the reaction product. The product is: [Br:6][C:7]1[CH:12]=[CH:11][C:10]([F:13])=[C:9]([C:17](=[O:16])[CH:18]([F:20])[F:19])[CH:8]=1.